This data is from Reaction yield outcomes from USPTO patents with 853,638 reactions. The task is: Predict the reaction yield, written as a fraction of the theoretical maximum amount of product (1.0 means a 100% yield; for example, 0.34 means a 34% yield). (1) The reactants are [ClH:1].[C:2]1(=O)[C:6]2([CH2:11][CH2:10][NH:9][CH2:8][CH2:7]2)[CH2:5][CH2:4][CH2:3]1.[CH3:13][N:14]([C:16]1[CH:21]=[CH:20][CH:19]=[CH:18][CH:17]=1)N.CO. The catalyst is Cl. The product is [ClH:1].[CH3:13][N:14]1[C:16]2[CH:21]=[CH:20][CH:19]=[CH:18][C:17]=2[C:3]2[CH2:4][CH2:5][C:6]3([CH2:11][CH2:10][NH:9][CH2:8][CH2:7]3)[C:2]1=2. The yield is 0.950. (2) The reactants are Br[C:2]1[C:3]([O:17][CH:18]2[CH2:21][CH2:20][CH2:19]2)=[C:4]2[C:9](=[CH:10][CH:11]=1)[N:8]([C:12]([O:14][CH3:15])=[O:13])[C@@H:7]([CH3:16])[CH2:6][CH2:5]2.[B:22]1([B:22]2[O:26][C:25]([CH3:28])([CH3:27])[C:24]([CH3:30])([CH3:29])[O:23]2)[O:26][C:25]([CH3:28])([CH3:27])[C:24]([CH3:30])([CH3:29])[O:23]1.C([O-])(=O)C.[K+]. The catalyst is O1CCOCC1.C1C=CC(P(C2C=CC=CC=2)[C-]2C=CC=C2)=CC=1.C1C=CC(P(C2C=CC=CC=2)[C-]2C=CC=C2)=CC=1.Cl[Pd]Cl.[Fe+2].ClCCl. The product is [CH:18]1([O:17][C:3]2[C:2]([B:22]3[O:26][C:25]([CH3:28])([CH3:27])[C:24]([CH3:30])([CH3:29])[O:23]3)=[CH:11][CH:10]=[C:9]3[C:4]=2[CH2:5][CH2:6][C@H:7]([CH3:16])[N:8]3[C:12]([O:14][CH3:15])=[O:13])[CH2:21][CH2:20][CH2:19]1. The yield is 0.360. (3) The reactants are Cl.[NH:2]1[CH2:5][CH:4]([C:6]2[CH:27]=[CH:26][C:9]3[C:10]4[N:14]([CH2:15][CH2:16][O:17][C:8]=3[CH:7]=2)[CH:13]=[C:12]([C:18]2[N:19]([CH:23]([CH3:25])[CH3:24])[N:20]=[CH:21][N:22]=2)[N:11]=4)[CH2:3]1.C(N(CC)CC)C.Cl[CH2:36][CH2:37][S:38](Cl)(=[O:40])=[O:39].Cl.[F:43][CH:44]1[CH2:47][NH:46][CH2:45]1. The catalyst is C(Cl)Cl. The product is [F:43][CH:44]1[CH2:47][N:46]([CH2:36][CH2:37][S:38]([N:2]2[CH2:3][CH:4]([C:6]3[CH:27]=[CH:26][C:9]4[C:10]5[N:14]([CH:13]=[C:12]([C:18]6[N:19]([CH:23]([CH3:24])[CH3:25])[N:20]=[CH:21][N:22]=6)[N:11]=5)[CH2:15][CH2:16][O:17][C:8]=4[CH:7]=3)[CH2:5]2)(=[O:40])=[O:39])[CH2:45]1. The yield is 0.400. (4) The reactants are Br[C:2]1[CH:18]=[CH:17][C:5]([O:6][CH:7]2[CH2:16][CH2:15][C:10]3([CH2:14][CH2:13][CH2:12][CH2:11]3)[CH2:9][CH2:8]2)=[CH:4][CH:3]=1.[CH:19]([C:21]1[CH:22]=[C:23](B(O)O)[CH:24]=[CH:25][CH:26]=1)=[O:20].C([O-])([O-])=O.[Na+].[Na+]. The catalyst is C1(C)C=CC=CC=1.CCO.O.C1C=CC(P(C2C=CC=CC=2)[C-]2C=CC=C2)=CC=1.C1C=CC(P(C2C=CC=CC=2)[C-]2C=CC=C2)=CC=1.Cl[Pd]Cl.[Fe+2]. The product is [CH2:14]1[C:10]2([CH2:15][CH2:16][CH:7]([O:6][C:5]3[CH:17]=[CH:18][C:2]([C:25]4[CH:24]=[CH:23][CH:22]=[C:21]([CH:19]=[O:20])[CH:26]=4)=[CH:3][CH:4]=3)[CH2:8][CH2:9]2)[CH2:11][CH2:12][CH2:13]1. The yield is 0.650. (5) The reactants are [NH2:1][C:2]1[C:3]2[N:4]([C:8]([C@@H:26]3[CH2:30][CH2:29][CH2:28][NH:27]3)=[N:9][C:10]=2[C:11]2[CH:25]=[CH:24][C:14]([C:15]([NH:17][C:18]3[CH:23]=[CH:22][CH:21]=[CH:20][N:19]=3)=[O:16])=[CH:13][CH:12]=2)[CH:5]=[CH:6][N:7]=1.[CH3:31][O:32][CH2:33][C:34]#[C:35][C:36](O)=[O:37]. No catalyst specified. The product is [NH2:1][C:2]1[C:3]2[N:4]([C:8]([C@@H:26]3[CH2:30][CH2:29][CH2:28][N:27]3[C:36](=[O:37])[C:35]#[C:34][CH2:33][O:32][CH3:31])=[N:9][C:10]=2[C:11]2[CH:25]=[CH:24][C:14]([C:15]([NH:17][C:18]3[CH:23]=[CH:22][CH:21]=[CH:20][N:19]=3)=[O:16])=[CH:13][CH:12]=2)[CH:5]=[CH:6][N:7]=1. The yield is 0.247. (6) The reactants are C(O/[N:5]=[C:6](/[C:8]1[CH:9]=[C:10]([C:15]2([C:18]([O:20][CH3:21])=[O:19])[CH2:17][CH2:16]2)[CH:11]=[CH:12][C:13]=1[OH:14])\[CH3:7])(=O)C.N1C=CC=CC=1.O. The catalyst is CN(C=O)C. The product is [CH3:7][C:6]1[C:8]2[CH:9]=[C:10]([C:15]3([C:18]([O:20][CH3:21])=[O:19])[CH2:17][CH2:16]3)[CH:11]=[CH:12][C:13]=2[O:14][N:5]=1. The yield is 0.820. (7) The reactants are Cl.FC1C=C(C(C(NC2C=CC(F)=CC=2)=O)C(N)=O)C=CC=1OC1C2=C(C)C(OCCN3CCOCC3)=CN2N=CN=1.[F:43][C:44]1[CH:70]=[C:69]([N+:71]([O-])=O)[CH:68]=[CH:67][C:45]=1[O:46][C:47]1[C:52]2=[C:53]([CH3:66])[C:54]([O:56][CH2:57][CH2:58][CH2:59][N:60]3[CH2:65][CH2:64][O:63][CH2:62][CH2:61]3)=[CH:55][N:51]2[N:50]=[CH:49][N:48]=1. No catalyst specified. The product is [F:43][C:44]1[CH:70]=[C:69]([NH2:71])[CH:68]=[CH:67][C:45]=1[O:46][C:47]1[C:52]2=[C:53]([CH3:66])[C:54]([O:56][CH2:57][CH2:58][CH2:59][N:60]3[CH2:61][CH2:62][O:63][CH2:64][CH2:65]3)=[CH:55][N:51]2[N:50]=[CH:49][N:48]=1. The yield is 0.950. (8) The reactants are [C:1]([O:5][C:6]([NH:8][CH2:9][C:10]([OH:12])=O)=[O:7])([CH3:4])([CH3:3])[CH3:2].Cl.C(N=C=NCCCN(C)C)C.[NH2:25][C:26]1[CH:33]=[CH:32][C:29]([C:30]#[N:31])=[CH:28][C:27]=1[O:34][CH3:35]. The catalyst is ClCCl. The product is [C:30]([C:29]1[CH:32]=[CH:33][C:26]([NH:25][C:10](=[O:12])[CH2:9][NH:8][C:6](=[O:7])[O:5][C:1]([CH3:2])([CH3:3])[CH3:4])=[C:27]([O:34][CH3:35])[CH:28]=1)#[N:31]. The yield is 0.800.